Dataset: Full USPTO retrosynthesis dataset with 1.9M reactions from patents (1976-2016). Task: Predict the reactants needed to synthesize the given product. (1) The reactants are: [CH3:1][O:2][CH2:3][CH2:4][N:5]1[C:13]2[C:8](=[CH:9][CH:10]=[CH:11][C:12]=2[CH3:14])[C:7]([C:15]([OH:17])=O)=[CH:6]1.CCN(C(C)C)C(C)C.[C:27]([O:31][C:32](=[O:52])[NH:33][CH2:34][C:35]1[CH:40]=[CH:39][C:38]([O:41][CH2:42][C:43](=[O:45])[NH2:44])=[C:37]([CH:46]2[CH2:51][CH2:50][NH:49][CH2:48][CH2:47]2)[CH:36]=1)([CH3:30])([CH3:29])[CH3:28].C1C=CC2N(O)N=NC=2C=1.CCN=C=NCCCN(C)C. Given the product [C:27]([O:31][C:32](=[O:52])[NH:33][CH2:34][C:35]1[CH:40]=[CH:39][C:38]([O:41][CH2:42][C:43](=[O:45])[NH2:44])=[C:37]([CH:46]2[CH2:47][CH2:48][N:49]([C:15]([C:7]3[C:8]4[C:13](=[C:12]([CH3:14])[CH:11]=[CH:10][CH:9]=4)[N:5]([CH2:4][CH2:3][O:2][CH3:1])[CH:6]=3)=[O:17])[CH2:50][CH2:51]2)[CH:36]=1)([CH3:30])([CH3:28])[CH3:29], predict the reactants needed to synthesize it. (2) Given the product [CH3:21][C:18]1([CH3:22])[C:17]2[CH:23]=[C:13]([C@@:10]3([CH3:12])[CH2:11][C@H:9]3/[CH:8]=[CH:7]/[C:6](/[CH3:31])=[CH:5]/[C:4]([OH:32])=[O:3])[CH:14]=[C:15]([C:24]3[CH:29]=[CH:28][CH:27]=[CH:26][C:25]=3[CH3:30])[C:16]=2[O:20][CH2:19]1, predict the reactants needed to synthesize it. The reactants are: C([O:3][C:4](=[O:32])/[CH:5]=[C:6](\[CH3:31])/[CH:7]=[CH:8]/[C@@H:9]1[CH2:11][C@@:10]1([C:13]1[CH:14]=[C:15]([C:24]2[CH:29]=[CH:28][CH:27]=[CH:26][C:25]=2[CH3:30])[C:16]2[O:20][CH2:19][C:18]([CH3:22])([CH3:21])[C:17]=2[CH:23]=1)[CH3:12])C.C(O)C.[OH-].[Na+].O.